This data is from Full USPTO retrosynthesis dataset with 1.9M reactions from patents (1976-2016). The task is: Predict the reactants needed to synthesize the given product. (1) Given the product [ClH:49].[ClH:49].[NH2:20][C@H:21]([CH2:26][C:27]1[CH:32]=[C:31]([F:33])[C:30]([F:34])=[CH:29][C:28]=1[F:35])[CH2:22][C:23]([N:9]1[CH2:8][CH2:7][N:6]2[CH:11]=[C:3]([C:2]([F:12])([F:1])[F:13])[N:4]=[C:5]2[CH2:10]1)=[O:24], predict the reactants needed to synthesize it. The reactants are: [F:1][C:2]([F:13])([F:12])[C:3]1[N:4]=[C:5]2[CH2:10][NH:9][CH2:8][CH2:7][N:6]2[CH:11]=1.CC(C)(OC([NH:20][C@H:21]([CH2:26][C:27]1[CH:32]=[C:31]([F:33])[C:30]([F:34])=[CH:29][C:28]=1[F:35])[CH2:22][C:23](O)=[O:24])=O)C.C1C=CC2N(O)N=NC=2C=1.C(Cl)C[Cl:49]. (2) Given the product [CH:1]1([CH2:4][NH:5][C:6]2[C:7]([NH2:14])=[CH:8][C:9]([O:12][CH3:13])=[CH:10][CH:11]=2)[CH2:2][CH2:3]1, predict the reactants needed to synthesize it. The reactants are: [CH:1]1([CH2:4][NH:5][C:6]2[CH:11]=[CH:10][C:9]([O:12][CH3:13])=[CH:8][C:7]=2[N+:14]([O-])=O)[CH2:3][CH2:2]1. (3) Given the product [Cl:1][C:2]1[CH:7]=[CH:6][C:5]([C:8]2[CH:12]=[CH:11][N:10]([C:36]3[CH:37]=[CH:38][C:39]4[O:48][CH2:47][C:42]5([O:43][CH2:44][CH2:45][O:46]5)[CH2:41][C:40]=4[CH:49]=3)[N:9]=2)=[CH:4][C:3]=1[CH2:13][NH:14][C:15](=[O:18])[O:16][CH3:17], predict the reactants needed to synthesize it. The reactants are: [Cl:1][C:2]1[CH:7]=[CH:6][C:5]([C:8]2[CH:12]=[CH:11][NH:10][N:9]=2)=[CH:4][C:3]=1[CH2:13][NH:14][C:15](=[O:18])[O:16][CH3:17].CN[C@@H]1CCCC[C@H]1NC.C(=O)([O-])[O-].[K+].[K+].Br[C:36]1[CH:37]=[CH:38][C:39]2[O:48][CH2:47][C:42]3([O:46][CH2:45][CH2:44][O:43]3)[CH2:41][C:40]=2[CH:49]=1. (4) Given the product [O:8]1[CH2:9][CH2:10][CH:5]([O:4][CH2:3][CH2:2][OH:1])[CH2:6][CH2:7]1, predict the reactants needed to synthesize it. The reactants are: [O:1]1[C:5]2([CH2:10][CH2:9][O:8][CH2:7][CH2:6]2)[O:4][CH2:3][CH2:2]1.FC(F)(F)S(O[Si](C)(C)C)(=O)=O.O. (5) Given the product [Cl:1][C:2]1[CH:7]=[CH:6][CH:5]=[C:4]([Cl:8])[C:3]=1[C:9]1[S:10][CH:11]=[C:12](/[CH:14]=[CH:15]/[C:16]([Cl:22])=[O:18])[N:13]=1, predict the reactants needed to synthesize it. The reactants are: [Cl:1][C:2]1[CH:7]=[CH:6][CH:5]=[C:4]([Cl:8])[C:3]=1[C:9]1[S:10][CH:11]=[C:12](/[CH:14]=[CH:15]/[C:16]([OH:18])=O)[N:13]=1.C(Cl)(=O)C([Cl:22])=O. (6) Given the product [Cl:1][C:2]1[NH:3][C:4]([C:14]2[CH:19]=[CH:18][NH:17][C:16](=[O:21])[CH:15]=2)=[C:5]([C:7]2[CH:12]=[CH:11][C:10]([F:13])=[CH:9][CH:8]=2)[N:6]=1, predict the reactants needed to synthesize it. The reactants are: [Cl:1][C:2]1[NH:3][C:4]([C:14]2[CH:19]=[CH:18][N:17]=[C:16](F)[CH:15]=2)=[C:5]([C:7]2[CH:12]=[CH:11][C:10]([F:13])=[CH:9][CH:8]=2)[N:6]=1.[O:21]1CCCC1.